The task is: Predict the product of the given reaction.. This data is from Forward reaction prediction with 1.9M reactions from USPTO patents (1976-2016). (1) Given the reactants [CH2:1]1[CH2:5]OC[CH2:2]1.[Si]([O:13][CH:14]1[CH2:23][C:22]([F:25])([F:24])[C:21]2[C:16](=[CH:17][CH:18]=[C:19]([F:26])[CH:20]=2)[C:15]1=[O:27])(C(C)(C)C)(C)C.F, predict the reaction product. The product is: [F:25][C:22]1([F:24])[C:21]2[C:16](=[CH:17][CH:18]=[C:19]([F:26])[CH:20]=2)[C:15]([CH:1]([CH3:5])[CH3:2])([OH:27])[CH:14]([OH:13])[CH2:23]1. (2) Given the reactants [CH2:1]([OH:14])[CH2:2][CH2:3][CH2:4][CH2:5][CH2:6][CH2:7][CH2:8][CH2:9][CH:10](O)[CH2:11][CH3:12].[BrH:15], predict the reaction product. The product is: [Br:15][CH2:12][CH2:11][CH2:10][CH2:9][CH2:8][CH2:7][CH2:6][CH2:5][CH2:4][CH2:3][CH2:2][CH2:1][OH:14]. (3) Given the reactants [CH3:1][O:2][C:3]1[CH:8]=[CH:7][C:6]([CH2:9][C:10](O)=[O:11])=[CH:5][C:4]=1[O:13][CH2:14][CH2:15][CH2:16][O:17][CH3:18].O=S(Cl)[Cl:21], predict the reaction product. The product is: [CH3:1][O:2][C:3]1[CH:8]=[CH:7][C:6]([CH2:9][C:10]([Cl:21])=[O:11])=[CH:5][C:4]=1[O:13][CH2:14][CH2:15][CH2:16][O:17][CH3:18]. (4) The product is: [CH3:23][C:24]([CH3:27])([CH3:26])[CH2:25][C:2]1[CH:21]=[CH:20][C:5]2[NH:6][C:7]([C@@H:9]([NH2:12])[CH2:10][CH3:11])=[N:8][C:4]=2[CH:3]=1. Given the reactants Br[C:2]1[CH:21]=[CH:20][C:5]2[NH:6][C:7]([C@@H:9]([NH:12]C(=O)OC(C)(C)C)[CH2:10][CH3:11])=[N:8][C:4]=2[CH:3]=1.[Br-].[CH2:23]([Zn+])[C:24]([CH3:27])([CH3:26])[CH3:25].O1CCCC1.FC(F)(F)C(O)=O, predict the reaction product. (5) Given the reactants Cl.C(N=C=NCCCN(C)C)C.Cl.[CH3:14][O:15][C:16]([C:18]1([NH2:24])[CH2:23][CH2:22][CH2:21][CH2:20][CH2:19]1)=[O:17].ON1C2C=CC=CC=2N=N1.[O:35]1[CH:39]=[CH:38][C:37]([C:40](O)=[O:41])=[CH:36]1.C(N(CC)CC)C, predict the reaction product. The product is: [CH3:14][O:15][C:16]([C:18]1([NH:24][C:40]([C:37]2[CH:38]=[CH:39][O:35][CH:36]=2)=[O:41])[CH2:19][CH2:20][CH2:21][CH2:22][CH2:23]1)=[O:17]. (6) The product is: [N:31]1([C:1]([O:2][C:3]2[CH:8]=[CH:7][C:6]([CH2:9][C@@H:10]3[C@@H:14]([CH2:15][C:16]4[CH:21]=[CH:20][C:19]([O:22][CH3:23])=[C:18]([O:24][CH3:25])[CH:17]=4)[CH2:13][O:12][C:11]3=[O:26])=[CH:5][C:4]=2[O:27][CH3:28])=[O:29])[CH2:35][CH2:34][CH2:33][CH2:32]1. Given the reactants [C:1](Cl)(=[O:29])[O:2][C:3]1[CH:8]=[CH:7][C:6]([CH2:9][C@@H:10]2[C@@H:14]([CH2:15][C:16]3[CH:21]=[CH:20][C:19]([O:22][CH3:23])=[C:18]([O:24][CH3:25])[CH:17]=3)[CH2:13][O:12][C:11]2=[O:26])=[CH:5][C:4]=1[O:27][CH3:28].[NH:31]1[CH2:35][CH2:34][CH2:33][CH2:32]1.[NH4+].[Cl-], predict the reaction product.